This data is from Reaction yield outcomes from USPTO patents with 853,638 reactions. The task is: Predict the reaction yield, written as a fraction of the theoretical maximum amount of product (1.0 means a 100% yield; for example, 0.34 means a 34% yield). (1) The reactants are [Cl:1][C:2]1[CH:9]=[C:8]([C:10]([F:13])([F:12])[F:11])[CH:7]=[CH:6][C:3]=1[CH2:4]O.C1(P(C2C=CC=CC=2)C2C=CC=CC=2)C=CC=CC=1.C(Br)(Br)(Br)[Br:34]. The catalyst is O1CCCC1. The product is [Cl:1][C:2]1[CH:9]=[C:8]([C:10]([F:13])([F:12])[F:11])[CH:7]=[CH:6][C:3]=1[CH2:4][Br:34]. The yield is 0.990. (2) The reactants are BrC1C([O:17][C:18]2C=CC(F)=C[C:19]=2[F:25])=CC2N=CN(C3CCCCO3)C=2C=1.Br[C:27]1[C:41]([O:42][C:43]2[CH:48]=[CH:47][C:46]([F:49])=[CH:45][C:44]=2[F:50])=[CH:40][C:30]2[N:31](C3CCCCO3)[CH:32]=[N:33][C:29]=2[CH:28]=1.[F-:51].[Cs+].[CH3:53][N:54]1[CH:59]=[C:58](B2OC(C)(C)C(C)(C)O2)[C:57]2[CH:69]=[N:70][N:71](COCC[Si](C)(C)C)[C:56]=2[C:55]1=[O:80].[OH2:81]. The catalyst is C(O)CCC.C(P(C(C)(C)C)C1C=CC(N(C)C)=CC=1)(C)(C)C.Cl[Pd]Cl. The product is [F:51][C:19]([F:25])([F:49])[C:18]([OH:17])=[O:81].[F:50][C:44]1[CH:45]=[C:46]([F:49])[CH:47]=[CH:48][C:43]=1[O:42][C:41]1[C:27]([C:58]2[C:57]3[CH:69]=[N:70][NH:71][C:56]=3[C:55](=[O:80])[N:54]([CH3:53])[CH:59]=2)=[CH:28][C:29]2[N:33]=[CH:32][NH:31][C:30]=2[CH:40]=1. The yield is 0.630. (3) The reactants are [OH:1][CH:2]([CH3:14])[CH2:3][NH:4][C:5](=[O:13])[C:6]1[CH:11]=[CH:10][CH:9]=[C:8]([I:12])[CH:7]=1.CC(OI1(OC(C)=O)(OC(C)=O)OC(=O)C2C=CC=CC1=2)=O.C(=O)(O)[O-].[Na+]. The catalyst is ClCCl. The yield is 0.930. The product is [I:12][C:8]1[CH:7]=[C:6]([CH:11]=[CH:10][CH:9]=1)[C:5]([NH:4][CH2:3][C:2](=[O:1])[CH3:14])=[O:13]. (4) The reactants are [Cl:1][C:2]1[N:3]=[N:4][C:5](Cl)=[CH:6][CH:7]=1.[N:9]1([C:15]([O:17][C:18]([CH3:21])([CH3:20])[CH3:19])=[O:16])[CH2:14][CH2:13][NH:12][CH2:11][CH2:10]1.C(N(CC)C(C)C)(C)C. The catalyst is O1CCOCC1. The product is [Cl:1][C:2]1[N:3]=[N:4][C:5]([N:12]2[CH2:11][CH2:10][N:9]([C:15]([O:17][C:18]([CH3:21])([CH3:20])[CH3:19])=[O:16])[CH2:14][CH2:13]2)=[CH:6][CH:7]=1. The yield is 0.880. (5) The yield is 0.630. The catalyst is COCCOC.C1C=CC([P]([Pd]([P](C2C=CC=CC=2)(C2C=CC=CC=2)C2C=CC=CC=2)([P](C2C=CC=CC=2)(C2C=CC=CC=2)C2C=CC=CC=2)[P](C2C=CC=CC=2)(C2C=CC=CC=2)C2C=CC=CC=2)(C2C=CC=CC=2)C2C=CC=CC=2)=CC=1. The product is [Br:1][C:2]1[CH:7]=[CH:6][C:5]([C:13]2[N:18]=[CH:17][C:16]([O:19][CH2:20][CH:21]3[CH2:22][CH2:23][N:24]([C:27]([O:29][C:30]([CH3:33])([CH3:32])[CH3:31])=[O:28])[CH2:25][CH2:26]3)=[CH:15][CH:14]=2)=[C:4]([F:11])[CH:3]=1. The reactants are [Br:1][C:2]1[CH:7]=[CH:6][C:5](B(O)O)=[C:4]([F:11])[CH:3]=1.Br[C:13]1[N:18]=[CH:17][C:16]([O:19][CH2:20][CH:21]2[CH2:26][CH2:25][N:24]([C:27]([O:29][C:30]([CH3:33])([CH3:32])[CH3:31])=[O:28])[CH2:23][CH2:22]2)=[CH:15][CH:14]=1.C([O-])([O-])=O.[Na+].[Na+].